Dataset: Forward reaction prediction with 1.9M reactions from USPTO patents (1976-2016). Task: Predict the product of the given reaction. (1) The product is: [CH3:17][CH:14]1[CH2:15][CH2:16][N:11]([C:4]2[C:5]([N+:8]([O-:10])=[O:9])=[N:6][CH:7]=[C:2]([N:22]3[CH2:23][CH2:24][N:19]([CH3:18])[CH2:20][CH2:21]3)[CH:3]=2)[CH2:12][CH2:13]1. Given the reactants Cl[C:2]1[CH:3]=[C:4]([N:11]2[CH2:16][CH2:15][CH:14]([CH3:17])[CH2:13][CH2:12]2)[C:5]([N+:8]([O-:10])=[O:9])=[N:6][CH:7]=1.[CH3:18][N:19]1[CH2:24][CH2:23][NH:22][CH2:21][CH2:20]1, predict the reaction product. (2) Given the reactants [CH2:1]([O:3][C:4](=[O:32])[CH2:5][C:6]1[CH:7]=[C:8]([C:13]2[CH:18]=[CH:17][C:16]([C:19]([F:22])([F:21])[F:20])=[CH:15][C:14]=2[CH2:23][N:24]([C:27]([CH:29]2[CH2:31][CH2:30]2)=[O:28])[CH2:25][CH3:26])[CH:9]=[C:10]([Cl:12])[CH:11]=1)[CH3:2].I[CH3:34], predict the reaction product. The product is: [CH2:1]([O:3][C:4](=[O:32])[CH:5]([C:6]1[CH:7]=[C:8]([C:13]2[CH:18]=[CH:17][C:16]([C:19]([F:21])([F:20])[F:22])=[CH:15][C:14]=2[CH2:23][N:24]([C:27]([CH:29]2[CH2:30][CH2:31]2)=[O:28])[CH2:25][CH3:26])[CH:9]=[C:10]([Cl:12])[CH:11]=1)[CH3:34])[CH3:2].